This data is from Forward reaction prediction with 1.9M reactions from USPTO patents (1976-2016). The task is: Predict the product of the given reaction. (1) Given the reactants [Cl:1][C:2]1[CH:3]=[C:4]([OH:13])[CH:5]=[N:6][C:7]=1[O:8][CH2:9][CH:10]([CH3:12])[CH3:11].[Cl:14][C:15]1[C:16](F)=[CH:17][C:18]([F:28])=[C:19]([CH:27]=1)[C:20]([O:22]C(C)(C)C)=[O:21].C(=O)([O-])[O-].[K+].[K+], predict the reaction product. The product is: [Cl:14][C:15]1[C:16]([O:13][C:4]2[CH:5]=[N:6][C:7]([O:8][CH2:9][CH:10]([CH3:11])[CH3:12])=[C:2]([Cl:1])[CH:3]=2)=[CH:17][C:18]([F:28])=[C:19]([CH:27]=1)[C:20]([OH:22])=[O:21]. (2) Given the reactants [CH2:1]([C:8]1[S:12][C:11]2[CH:13]=[CH:14][CH:15]=[CH:16][C:10]=2[C:9]=1/[CH:17]=[CH:18]/[C:19]1[CH:24]=[CH:23][C:22]([O:25][CH3:26])=[CH:21][CH:20]=1)[C:2]1[CH:7]=[CH:6][CH:5]=[CH:4][CH:3]=1, predict the reaction product. The product is: [CH2:1]([C:8]1[S:12][C:11]2[CH:13]=[CH:14][CH:15]=[CH:16][C:10]=2[C:9]=1[CH2:17][CH2:18][C:19]1[CH:24]=[CH:23][C:22]([O:25][CH3:26])=[CH:21][CH:20]=1)[C:2]1[CH:3]=[CH:4][CH:5]=[CH:6][CH:7]=1. (3) Given the reactants [NH2:1][C:2]1[NH:6][N:5]=[C:4]([OH:7])[CH:3]=1.O.C1(C)C=CC(S(O)(=O)=O)=CC=1.[O:20]([CH2:27][CH2:28]O)[C:21]1[CH:26]=[CH:25][CH:24]=[CH:23][CH:22]=1, predict the reaction product. The product is: [O:20]([CH2:27][CH2:28][O:7][C:4]1[CH:3]=[C:2]([NH2:1])[NH:6][N:5]=1)[C:21]1[CH:26]=[CH:25][CH:24]=[CH:23][CH:22]=1. (4) Given the reactants [CH3:1][O:2][C:3]1[C:12]([NH:13][C:14](=[O:18])OCC)=[N:11][C:10]2[C:5](=[CH:6][CH:7]=[C:8]([CH3:19])[CH:9]=2)[N:4]=1.[CH3:20][O:21][C:22]1[CH:27]=[CH:26][C:25]([N:28]2[CH2:33][CH2:32][NH:31][CH2:30][CH2:29]2)=[CH:24][CH:23]=1, predict the reaction product. The product is: [CH3:1][O:2][C:3]1[C:12]([NH:13][C:14]([N:31]2[CH2:30][CH2:29][N:28]([C:25]3[CH:24]=[CH:23][C:22]([O:21][CH3:20])=[CH:27][CH:26]=3)[CH2:33][CH2:32]2)=[O:18])=[N:11][C:10]2[C:5](=[CH:6][CH:7]=[C:8]([CH3:19])[CH:9]=2)[N:4]=1. (5) Given the reactants Br[C:2]1[CH:7]=[CH:6][CH:5]=[CH:4][N:3]=1.C(=O)(O)[O-].[Na+].OB(O)[C:15]1[CH:20]=[CH:19][CH:18]=[C:17]([N+:21]([O-:23])=[O:22])[CH:16]=1, predict the reaction product. The product is: [N+:21]([C:17]1[CH:16]=[C:15]([C:2]2[CH:7]=[CH:6][CH:5]=[CH:4][N:3]=2)[CH:20]=[CH:19][CH:18]=1)([O-:23])=[O:22]. (6) Given the reactants [CH:1]1([CH2:4][O:5][C:6]2[N:11]=[C:10]([C:12]([OH:14])=O)[CH:9]=[CH:8][C:7]=2[C:15]([F:18])([F:17])[F:16])[CH2:3][CH2:2]1.Cl.[NH2:20][C:21]([CH2:29][CH3:30])([CH2:27][CH3:28])[C:22]([O:24][CH2:25][CH3:26])=[O:23], predict the reaction product. The product is: [CH:1]1([CH2:4][O:5][C:6]2[N:11]=[C:10]([C:12]([NH:20][C:21]([CH2:27][CH3:28])([CH2:29][CH3:30])[C:22]([O:24][CH2:25][CH3:26])=[O:23])=[O:14])[CH:9]=[CH:8][C:7]=2[C:15]([F:18])([F:17])[F:16])[CH2:2][CH2:3]1. (7) The product is: [F:44][C:38]1[CH:37]=[C:36]([C:34]([CH3:35])=[CH:33][N:5]2[C:6]3[C:11](=[CH:10][C:9]([CH3:15])=[CH:8][CH:7]=3)[C:12]3[CH2:13][CH2:14][N:2]([CH3:1])[CH2:3][C:4]2=3)[CH:41]=[CH:40][C:39]=1[O:42][CH3:43]. Given the reactants [CH3:1][N:2]1[CH2:14][CH2:13][C:12]2[C:11]3[C:6](=[CH:7][CH:8]=[C:9]([CH3:15])[CH:10]=3)[NH:5][C:4]=2[CH2:3]1.N1CCC[C@H]1C(O)=O.[O-]P([O-])([O-])=O.[K+].[K+].[K+].Br[CH:33]=[C:34]([C:36]1[CH:41]=[CH:40][C:39]([O:42][CH3:43])=[C:38]([F:44])[CH:37]=1)[CH3:35], predict the reaction product. (8) Given the reactants [ClH:1].Cl.[NH2:3][C@@H:4]1[CH2:6][C@H:5]1[C:7]1[CH:8]=[C:9]([CH:19]=[CH:20][CH:21]=1)[C:10]([NH:12][C:13]1[S:14][C:15]([CH3:18])=[N:16][N:17]=1)=[O:11].[O:22]1[CH2:27][CH2:26][C:25](=O)[CH2:24][CH2:23]1.C(N(CC)C(C)C)(C)C.C(=O)([O-])O.[Na+], predict the reaction product. The product is: [ClH:1].[ClH:1].[CH3:18][C:15]1[S:14][C:13]([NH:12][C:10](=[O:11])[C:9]2[CH:19]=[CH:20][CH:21]=[C:7]([C@@H:5]3[CH2:6][C@H:4]3[NH:3][CH:25]3[CH2:26][CH2:27][O:22][CH2:23][CH2:24]3)[CH:8]=2)=[N:17][N:16]=1.